Dataset: Full USPTO retrosynthesis dataset with 1.9M reactions from patents (1976-2016). Task: Predict the reactants needed to synthesize the given product. (1) The reactants are: [NH:1]1[C:9]2[C:4](=[C:5]([C:10]3[N:11]=[C:12]([N:22]4[CH2:27][CH2:26][O:25][CH2:24][CH2:23]4)[C:13]4[CH:18]=[C:17]([C:19]([OH:21])=O)[S:16][C:14]=4[N:15]=3)[CH:6]=[CH:7][CH:8]=2)[CH:3]=[N:2]1.[CH2:28]([CH2:30][NH2:31])[OH:29]. Given the product [OH:29][CH2:28][CH2:30][NH:31][C:19]([C:17]1[S:16][C:14]2[N:15]=[C:10]([C:5]3[CH:6]=[CH:7][CH:8]=[C:9]4[C:4]=3[CH:3]=[N:2][NH:1]4)[N:11]=[C:12]([N:22]3[CH2:27][CH2:26][O:25][CH2:24][CH2:23]3)[C:13]=2[CH:18]=1)=[O:21], predict the reactants needed to synthesize it. (2) Given the product [CH2:1]([O:3][C:4](=[O:34])[CH2:5][C:6]1[CH:7]=[C:8]([C:14]2[CH:19]=[CH:18][C:17]([C:20]3[CH:21]=[C:22]4[C:27](=[CH:28][CH:29]=3)[N:26]=[CH:25][CH:24]=[CH:23]4)=[CH:16][C:15]=2[CH2:30][N:31]([C:42](=[O:43])[CH2:41][O:40][C:39]2[CH:45]=[CH:46][C:36]([Cl:35])=[CH:37][CH:38]=2)[CH2:32][CH3:33])[C:9]([O:12][CH3:13])=[CH:10][CH:11]=1)[CH3:2], predict the reactants needed to synthesize it. The reactants are: [CH2:1]([O:3][C:4](=[O:34])[CH2:5][C:6]1[CH:7]=[C:8]([C:14]2[CH:19]=[CH:18][C:17]([C:20]3[CH:21]=[C:22]4[C:27](=[CH:28][CH:29]=3)[N:26]=[CH:25][CH:24]=[CH:23]4)=[CH:16][C:15]=2[CH2:30][NH:31][CH2:32][CH3:33])[C:9]([O:12][CH3:13])=[CH:10][CH:11]=1)[CH3:2].[Cl:35][C:36]1[CH:46]=[CH:45][C:39]([O:40][CH2:41][C:42](Cl)=[O:43])=[CH:38][CH:37]=1.